The task is: Predict the product of the given reaction.. This data is from Forward reaction prediction with 1.9M reactions from USPTO patents (1976-2016). (1) Given the reactants [Cl:1][C:2]1[CH:11]=[CH:10][C:5]([C:6]([O:8][CH3:9])=[O:7])=[C:4]([NH:12][CH2:13][CH2:14][CH2:15][OH:16])[C:3]=1[NH:17][C:18](=S)[NH:19][C:20]1[C:25]([Cl:26])=[CH:24][C:23]([O:27][CH3:28])=[CH:22][C:21]=1[Cl:29].Cl.C(N=C=NCCCN(C)C)C.C(N(CC)CC)C, predict the reaction product. The product is: [Cl:1][C:2]1[C:3]2[N:17]=[C:18]([NH:19][C:20]3[C:25]([Cl:26])=[CH:24][C:23]([O:27][CH3:28])=[CH:22][C:21]=3[Cl:29])[N:12]([CH2:13][CH2:14][CH2:15][OH:16])[C:4]=2[C:5]([C:6]([O:8][CH3:9])=[O:7])=[CH:10][CH:11]=1. (2) Given the reactants [Cl:1][C:2]1[CH:3]=[CH:4][CH:5]=[C:6]2[C:11]=1[CH2:10][NH:9][CH2:8][CH2:7]2.[F:12][C:13]([F:23])([F:22])[C:14]1[CH:15]=[C:16]([CH:19]=[CH:20][CH:21]=1)[CH:17]=O.C([O-])(=O)C.[Na+].C(O)(=O)C.C(O[BH-](OC(=O)C)OC(=O)C)(=O)C.[Na+], predict the reaction product. The product is: [Cl:1][C:2]1[CH:3]=[CH:4][CH:5]=[C:6]2[C:11]=1[CH2:10][N:9]([CH2:17][C:16]1[CH:19]=[CH:20][CH:21]=[C:14]([C:13]([F:12])([F:22])[F:23])[CH:15]=1)[CH2:8][CH2:7]2.